Dataset: Catalyst prediction with 721,799 reactions and 888 catalyst types from USPTO. Task: Predict which catalyst facilitates the given reaction. (1) Product: [F:1][C:2]1[CH:3]=[CH:4][C:5]([C:8]2[N:12]([C:13]3[CH:18]=[CH:17][CH:16]=[CH:15][CH:14]=3)[N:11]=[CH:10][C:9]=2[C:19]([OH:21])=[O:20])=[CH:6][CH:7]=1. Reactant: [F:1][C:2]1[CH:7]=[CH:6][C:5]([C:8]2[N:12]([C:13]3[CH:18]=[CH:17][CH:16]=[CH:15][CH:14]=3)[N:11]=[CH:10][C:9]=2[C:19]([O:21]CC)=[O:20])=[CH:4][CH:3]=1.[OH-].[Na+].Cl. The catalyst class is: 8. (2) The catalyst class is: 38. Product: [F:1][C:2]1[N:7]=[C:6]([C:8]2[CH:13]=[CH:12][N:11]=[C:10]3[NH:14][C:15]([C:17]4[CH2:22][CH2:21][N:20]([C:23]([O:25][C:26]([CH3:29])([CH3:28])[CH3:27])=[O:24])[CH2:19][CH:18]=4)=[CH:16][C:9]=23)[CH:5]=[CH:4][CH:3]=1. Reactant: [F:1][C:2]1[N:7]=[C:6]([C:8]2[CH:13]=[CH:12][N:11]=[C:10]3[N:14](S(C4C=CC=CC=4)(=O)=O)[C:15]([C:17]4[CH2:22][CH2:21][N:20]([C:23]([O:25][C:26]([CH3:29])([CH3:28])[CH3:27])=[O:24])[CH2:19][CH:18]=4)=[CH:16][C:9]=23)[CH:5]=[CH:4][CH:3]=1.[OH-].[Na+]. (3) Reactant: [Br:1][C:2]1[CH:7]=[CH:6][C:5]([S:8](Cl)(=[O:10])=[O:9])=[CH:4][CH:3]=1.[NH:12]1[CH2:17][CH2:16][CH:15]([CH2:18][CH2:19][OH:20])[CH2:14][CH2:13]1. Product: [Br:1][C:2]1[CH:7]=[CH:6][C:5]([S:8]([N:12]2[CH2:17][CH2:16][CH:15]([CH2:18][CH2:19][OH:20])[CH2:14][CH2:13]2)(=[O:10])=[O:9])=[CH:4][CH:3]=1. The catalyst class is: 2. (4) Reactant: [CH3:1][S:2][C:3]1[N:8]=[C:7]([C:9]2[S:10][C:11]3[CH:19]=[CH:18][CH:17]=[CH:16][C:12]=3[C:13](=[O:15])[N:14]=2)[CH:6]=[N:5][CH:4]=1.ClC1C=CC=C(C(OO)=[O:28])C=1. Product: [CH3:1][S:2]([C:3]1[N:8]=[C:7]([C:9]2[S:10][C:11]3[CH:19]=[CH:18][CH:17]=[CH:16][C:12]=3[C:13](=[O:15])[N:14]=2)[CH:6]=[N:5][CH:4]=1)=[O:28]. The catalyst class is: 22. (5) Reactant: N1C=CC=C(N[N:8]=[C:9]([C:12]#[N:13])[C:10]#[N:11])C=1.[NH2:14][C:15]1[CH:16]=[N:17][CH:18]=[CH:19][CH:20]=1.C(#N)CC#N.O.[NH2:27][NH2:28]. Product: [N:17]1[CH:18]=[CH:19][CH:20]=[C:15]([NH:14][N:8]=[C:9]2[C:10]([NH2:11])=[N:28][N:27]=[C:12]2[NH2:13])[CH:16]=1. The catalyst class is: 8.